From a dataset of HIV replication inhibition screening data with 41,000+ compounds from the AIDS Antiviral Screen. Binary Classification. Given a drug SMILES string, predict its activity (active/inactive) in a high-throughput screening assay against a specified biological target. The result is 0 (inactive). The molecule is O=C(c1ccccc1)c1ccc(C(c2c(O)c3ccccc3oc2=O)c2c(O)c3ccccc3oc2=O)cc1.